Dataset: Catalyst prediction with 721,799 reactions and 888 catalyst types from USPTO. Task: Predict which catalyst facilitates the given reaction. (1) Reactant: [CH3:1][O:2][C:3](=[O:27])[CH2:4][O:5][C:6]1[CH:15]=[CH:14][C:13](Cl)=[C:12]2[C:7]=1[C:8](Cl)=[C:9]([CH2:18][C:19]1[CH:24]=[CH:23][C:22]([Cl:25])=[CH:21][CH:20]=1)[C:10]([CH3:17])=[N:11]2.Cl. Product: [CH3:1][O:2][C:3](=[O:27])[CH2:4][O:5][C:6]1[CH:15]=[CH:14][CH:13]=[C:12]2[C:7]=1[CH:8]=[C:9]([CH2:18][C:19]1[CH:20]=[CH:21][C:22]([Cl:25])=[CH:23][CH:24]=1)[C:10]([CH3:17])=[N:11]2. The catalyst class is: 63. (2) Reactant: Cl[C:2]1[N:7]=[CH:6][N:5]=[C:4]([NH:8][C:9]2[CH:14]=[CH:13][C:12]([P:15]([CH3:18])([CH3:17])=[O:16])=[CH:11][CH:10]=2)[CH:3]=1.C(N(CC)CC)C.[CH3:26][N:27]1[CH2:32][CH2:31][NH:30][CH2:29][CH2:28]1. Product: [CH3:17][P:15]([C:12]1[CH:13]=[CH:14][C:9]([NH:8][C:4]2[CH:3]=[C:2]([N:30]3[CH2:31][CH2:32][N:27]([CH3:26])[CH2:28][CH2:29]3)[N:7]=[CH:6][N:5]=2)=[CH:10][CH:11]=1)([CH3:18])=[O:16]. The catalyst class is: 8. (3) Product: [BrH:1].[F:10][CH:9]([F:11])[O:8][C:7]1[N:6]([CH3:12])[N:5]=[C:4]([C:13]([F:16])([F:15])[F:14])[C:3]=1[CH2:2][S:19][C:18](=[NH:17])[NH2:20]. The catalyst class is: 8. Reactant: [Br:1][CH2:2][C:3]1[C:4]([C:13]([F:16])([F:15])[F:14])=[N:5][N:6]([CH3:12])[C:7]=1[O:8][CH:9]([F:11])[F:10].[NH2:17][C:18]([NH2:20])=[S:19].